Dataset: Forward reaction prediction with 1.9M reactions from USPTO patents (1976-2016). Task: Predict the product of the given reaction. (1) Given the reactants [NH2:1][CH2:2][C:3]1[C:8]([CH3:9])=[N:7][C:6]2[N:10]([CH2:13][CH3:14])[N:11]=[CH:12][C:5]=2[C:4]=1[NH:15][CH:16]1[CH2:21][CH2:20][O:19][CH2:18][CH2:17]1.[F:22][C:23]([F:33])([F:32])[C:24]1[S:25][CH:26]=[C:27]([C:29](O)=[O:30])[N:28]=1, predict the reaction product. The product is: [CH2:13]([N:10]1[C:6]2=[N:7][C:8]([CH3:9])=[C:3]([CH2:2][NH:1][C:29]([C:27]3[N:28]=[C:24]([C:23]([F:33])([F:22])[F:32])[S:25][CH:26]=3)=[O:30])[C:4]([NH:15][CH:16]3[CH2:17][CH2:18][O:19][CH2:20][CH2:21]3)=[C:5]2[CH:12]=[N:11]1)[CH3:14]. (2) Given the reactants Cl.[CH2:2]([O:4][C:5]([CH:7]1[N:12](C(OC(C)(C)C)=O)[CH2:11][CH2:10][N:9]([C:20]([O:22][C:23]([CH3:26])([CH3:25])[CH3:24])=[O:21])[CH2:8]1)=[O:6])[CH3:3], predict the reaction product. The product is: [CH2:2]([O:4][C:5]([CH:7]1[NH:12][CH2:11][CH2:10][N:9]([C:20]([O:22][C:23]([CH3:24])([CH3:26])[CH3:25])=[O:21])[CH2:8]1)=[O:6])[CH3:3].